Dataset: Forward reaction prediction with 1.9M reactions from USPTO patents (1976-2016). Task: Predict the product of the given reaction. (1) Given the reactants [NH2:1][C:2]1[CH:7]=[CH:6][C:5]([N:8]2[CH2:12][CH2:11][NH:10][C:9]2=[O:13])=[CH:4][CH:3]=1.[N:14]1[CH:19]=[CH:18][N:17]=[C:16]2[C:20]([O:22][C:23](=O)[C:15]=12)=[O:21], predict the reaction product. The product is: [O:13]=[C:9]1[NH:10][CH2:11][CH2:12][N:8]1[C:5]1[CH:4]=[CH:3][C:2]([N:1]=[C:23]2[C:15]3=[N:14][CH:19]=[CH:18][N:17]=[C:16]3[C:20](=[O:21])[O:22]2)=[CH:7][CH:6]=1. (2) Given the reactants C(=O)([O-])[O-].[K+].[K+].[F:7][C:8]1[CH:9]=[C:10]([C:15]2[CH:20]=[CH:19][C:18]([CH2:21][CH2:22][C@@H:23]([O:41]C=O)[C@H:24]([CH2:28][CH2:29][N:30]3[C:38](=[O:39])[C:37]4[C:32](=[CH:33][CH:34]=[CH:35][CH:36]=4)[C:31]3=[O:40])[C:25]([OH:27])=[O:26])=[CH:17][CH:16]=2)[CH:11]=[C:12]([F:14])[CH:13]=1, predict the reaction product. The product is: [F:14][C:12]1[CH:11]=[C:10]([C:15]2[CH:20]=[CH:19][C:18]([CH2:21][CH2:22][C@@H:23]([OH:41])[C@H:24]([CH2:28][CH2:29][N:30]3[C:31](=[O:40])[C:32]4[C:37](=[CH:36][CH:35]=[CH:34][CH:33]=4)[C:38]3=[O:39])[C:25]([OH:27])=[O:26])=[CH:17][CH:16]=2)[CH:9]=[C:8]([F:7])[CH:13]=1.